From a dataset of Reaction yield outcomes from USPTO patents with 853,638 reactions. Predict the reaction yield, written as a fraction of the theoretical maximum amount of product (1.0 means a 100% yield; for example, 0.34 means a 34% yield). (1) The product is [O:9]=[C:5]1[NH:6][CH2:7][CH2:8][N:4]1[CH2:3][C:2]([OH:11])=[O:1]. The yield is 0.480. The reactants are [OH:1][CH2:2][CH2:3][N:4]1[CH2:8][CH2:7][NH:6][C:5]1=[O:9].C(=O)(O)[O-:11].[Na+].[Br-].[Na+].ClN1C(=O)N(Cl)C(=O)N(Cl)C1=O. The catalyst is CC(C)=O.CC1(C)N([O])C(C)(C)CCC1.C(O)(C)C. (2) The reactants are [CH:1]([N:4]1[C:8]([C:9]2[N:18]=[C:17]3[N:11]([CH2:12][CH2:13][O:14][C:15]4[CH:22]=[C:21]([CH:23]=O)[CH:20]=[CH:19][C:16]=43)[CH:10]=2)=[N:7][CH:6]=[N:5]1)([CH3:3])[CH3:2].[CH3:25][NH2:26].C(O[BH-](OC(=O)C)OC(=O)C)(=O)C.[Na+]. The catalyst is C(Cl)(Cl)Cl. The product is [CH:1]([N:4]1[C:8]([C:9]2[N:18]=[C:17]3[N:11]([CH2:12][CH2:13][O:14][C:15]4[CH:22]=[C:21]([CH2:23][NH:26][CH3:25])[CH:20]=[CH:19][C:16]=43)[CH:10]=2)=[N:7][CH:6]=[N:5]1)([CH3:2])[CH3:3]. The yield is 0.360. (3) The reactants are CC(C)([O-])C.[K+].[CH2:7]([N:14]1[CH2:19][CH2:18][CH:17]([OH:20])[CH2:16][CH2:15]1)[C:8]1[CH:13]=[CH:12][CH:11]=[CH:10][CH:9]=1.F[C:22]1[C:27]([CH3:28])=[CH:26][CH:25]=[CH:24][N:23]=1. The catalyst is CS(C)=O. The product is [CH2:7]([N:14]1[CH2:19][CH2:18][CH:17]([O:20][C:22]2[C:27]([CH3:28])=[CH:26][CH:25]=[CH:24][N:23]=2)[CH2:16][CH2:15]1)[C:8]1[CH:9]=[CH:10][CH:11]=[CH:12][CH:13]=1. The yield is 0.850. (4) The reactants are CO[CH2:3][C:4]1[CH:5]=[C:6]([N:10]([CH2:18][C:19]2[CH:24]=[CH:23][CH:22]=[C:21]([O:25][C:26]([F:31])([F:30])[CH:27]([F:29])[F:28])[CH:20]=2)[CH2:11][CH:12]([OH:17])[C:13]([F:16])([F:15])[F:14])[CH:7]=[CH:8][CH:9]=1.B(Br)(Br)[Br:33].COC. The catalyst is ClCCl. The product is [Br:33][CH2:3][C:4]1[CH:5]=[C:6]([N:10]([CH2:18][C:19]2[CH:24]=[CH:23][CH:22]=[C:21]([O:25][C:26]([F:31])([F:30])[CH:27]([F:29])[F:28])[CH:20]=2)[CH2:11][CH:12]([OH:17])[C:13]([F:16])([F:15])[F:14])[CH:7]=[CH:8][CH:9]=1. The yield is 0.590.